From a dataset of Forward reaction prediction with 1.9M reactions from USPTO patents (1976-2016). Predict the product of the given reaction. (1) Given the reactants [Cl:1][C:2]1[CH:9]=[C:8]([NH:10][C@H:11]2[CH2:15][C:14](=[O:16])[N:13]([CH3:17])[CH2:12]2)[CH:7]=[CH:6][C:3]=1[C:4]#[N:5].[CH3:18]C(N([C@H]1CC(=O)N(C)C1)C(=O)[O-])(C)C, predict the reaction product. The product is: [Cl:1][C:2]1[CH:9]=[C:8]([NH:10][C@H:11]2[CH2:15][C:14](=[O:16])[N:13]([CH2:17][CH3:18])[CH2:12]2)[CH:7]=[CH:6][C:3]=1[C:4]#[N:5]. (2) Given the reactants Cl[C:2]1[C:7]([F:8])=[C:6]([N:9]2[CH2:14][CH2:13][N:12]([CH3:15])[C@@H:11]([CH3:16])[CH2:10]2)[N:5]=[C:4]([CH3:17])[N:3]=1.O.[NH2:19][NH2:20], predict the reaction product. The product is: [CH3:16][C@@H:11]1[N:12]([CH3:15])[CH2:13][CH2:14][N:9]([C:6]2[C:7]([F:8])=[C:2]([NH:19][NH2:20])[N:3]=[C:4]([CH3:17])[N:5]=2)[CH2:10]1. (3) Given the reactants [CH2:1]([O:3][C:4](=[O:21])[C:5]1[CH:10]=[C:9]([OH:11])[CH:8]=[C:7]([O:12][C:13]2[CH:18]=[CH:17][C:16]([C:19]#[N:20])=[CH:15][CH:14]=2)[CH:6]=1)[CH3:2].C(=O)([O-])[O-].[K+].[K+].[Cl:28][C:29]1[CH:30]=[C:31]([CH:34]=[CH:35][C:36]=1F)[C:32]#[N:33], predict the reaction product. The product is: [CH2:1]([O:3][C:4](=[O:21])[C:5]1[CH:6]=[C:7]([O:12][C:13]2[CH:18]=[CH:17][C:16]([C:19]#[N:20])=[CH:15][CH:14]=2)[CH:8]=[C:9]([O:11][C:36]2[CH:35]=[CH:34][C:31]([C:32]#[N:33])=[CH:30][C:29]=2[Cl:28])[CH:10]=1)[CH3:2]. (4) Given the reactants [O:1]=[C:2]([C@H:20]([CH3:36])[C@@H:21]([O:27][C:28]([O:30][CH2:31][C:32]([Cl:35])([Cl:34])[Cl:33])=[O:29])[C@@H:22]([CH3:26])[CH2:23][CH:24]=[CH2:25])[C:3]([CH3:19])([CH3:18])[C@@H:4]([O:10][Si:11]([CH2:16][CH3:17])([CH2:14][CH3:15])[CH2:12][CH3:13])[C@H:5]([CH3:9])[C:6]([OH:8])=[O:7].[C:37](O)([CH3:40])([CH3:39])[CH3:38].C1(N=C=NC2CCCCC2)CCCCC1, predict the reaction product. The product is: [O:1]=[C:2]([C@H:20]([CH3:36])[C@@H:21]([O:27][C:28]([O:30][CH2:31][C:32]([Cl:35])([Cl:33])[Cl:34])=[O:29])[C@@H:22]([CH3:26])[CH2:23][CH:24]=[CH2:25])[C:3]([CH3:19])([CH3:18])[C@@H:4]([O:10][Si:11]([CH2:12][CH3:13])([CH2:16][CH3:17])[CH2:14][CH3:15])[C@H:5]([CH3:9])[C:6]([O:8][C:37]([CH3:40])([CH3:39])[CH3:38])=[O:7].